Dataset: Reaction yield outcomes from USPTO patents with 853,638 reactions. Task: Predict the reaction yield, written as a fraction of the theoretical maximum amount of product (1.0 means a 100% yield; for example, 0.34 means a 34% yield). (1) The reactants are [CH3:1][C:2]1[C:3]([CH2:9][N:10]([CH2:17][C:18]2[C:27]3[C:22](=[CH:23][CH:24]=[CH:25][CH:26]=3)[CH:21]=[CH:20][N:19]=2)[CH:11]2[CH2:16][CH2:15][NH:14][CH2:13][CH2:12]2)=[N:4][CH:5]=[C:6]([CH3:8])[CH:7]=1.[O:28]([C:35]([NH:37][OH:38])=O)C1C=CC=CC=1. The catalyst is C1COCC1. The product is [OH:38][NH:37][C:35]([N:14]1[CH2:15][CH2:16][CH:11]([N:10]([CH2:9][C:3]2[C:2]([CH3:1])=[CH:7][C:6]([CH3:8])=[CH:5][N:4]=2)[CH2:17][C:18]2[C:27]3[C:22](=[CH:23][CH:24]=[CH:25][CH:26]=3)[CH:21]=[CH:20][N:19]=2)[CH2:12][CH2:13]1)=[O:28]. The yield is 0.610. (2) The reactants are [C:1]([C:5]1[CH:10]=[CH:9][C:8]([C:11]2[S:12][CH:13]=[C:14]([C:17]([CH3:19])=O)[C:15]=2[OH:16])=[CH:7][CH:6]=1)([CH3:4])([CH3:3])[CH3:2].[NH:20]([C:22]([NH:24][C:25]1[CH:33]=[CH:32][C:28]([C:29]([OH:31])=[O:30])=[CH:27][CH:26]=1)=[S:23])[NH2:21].Cl. The catalyst is CN(C)C=O. The product is [C:1]([C:5]1[CH:10]=[CH:9][C:8]([C:11]2[S:12][CH:13]=[C:14]([C:17](=[N:21][NH:20][C:22]([NH:24][C:25]3[CH:33]=[CH:32][C:28]([C:29]([OH:31])=[O:30])=[CH:27][CH:26]=3)=[S:23])[CH3:19])[C:15]=2[OH:16])=[CH:7][CH:6]=1)([CH3:4])([CH3:3])[CH3:2]. The yield is 0.520. (3) The reactants are [O:1]1[CH2:6][CH:5]=[C:4]([C:7]2[S:8][C:9]([C:13]3[N:17]4[N:18]=[C:19]([CH3:27])[CH:20]=[C:21]([CH:22]([CH2:25][CH3:26])[CH2:23][CH3:24])[C:16]4=[N:15][C:14]=3[CH3:28])=[C:10]([CH3:12])[N:11]=2)[CH2:3][CH2:2]1. The catalyst is [Pd].C(O)C. The product is [CH2:23]([CH:22]([C:21]1[C:16]2[N:17]([C:13]([C:9]3[S:8][C:7]([CH:4]4[CH2:5][CH2:6][O:1][CH2:2][CH2:3]4)=[N:11][C:10]=3[CH3:12])=[C:14]([CH3:28])[N:15]=2)[N:18]=[C:19]([CH3:27])[CH:20]=1)[CH2:25][CH3:26])[CH3:24]. The yield is 0.230. (4) The reactants are [CH2:1]1[C:13]2[NH:12][C:11]3[C:6](=[CH:7][C:8]([NH2:14])=[CH:9][CH:10]=3)[C:5]=2[CH2:4][CH2:3][CH2:2]1.[O:15]1[C:19]2[CH:20]=[CH:21][C:22]([C:24]3([C:27](O)=[O:28])[CH2:26][CH2:25]3)=[CH:23][C:18]=2[O:17][CH2:16]1.C(N(C(C)C)CC)(C)C.F[P-](F)(F)(F)(F)F.N1(OC(N(C)C)=[N+](C)C)C2N=CC=CC=2N=N1. The catalyst is C(#N)C. The product is [O:15]1[C:19]2[CH:20]=[CH:21][C:22]([C:24]3([C:27]([NH:14][C:8]4[CH:7]=[C:6]5[C:11](=[CH:10][CH:9]=4)[NH:12][C:13]4[CH2:1][CH2:2][CH2:3][CH2:4][C:5]5=4)=[O:28])[CH2:25][CH2:26]3)=[CH:23][C:18]=2[O:17][CH2:16]1. The yield is 0.700.